Dataset: Catalyst prediction with 721,799 reactions and 888 catalyst types from USPTO. Task: Predict which catalyst facilitates the given reaction. Reactant: [Cl:1][S:2]([OH:5])(=O)=[O:3].[NH:6]1[C:14]2[C:9](=[CH:10][CH:11]=[CH:12][CH:13]=2)[CH2:8][C:7]1=[O:15]. Product: [Cl:1][S:2]([C:11]1[CH:10]=[C:9]2[C:14](=[CH:13][CH:12]=1)[NH:6][C:7](=[O:15])[CH2:8]2)(=[O:5])=[O:3]. The catalyst class is: 6.